From a dataset of Reaction yield outcomes from USPTO patents with 853,638 reactions. Predict the reaction yield, written as a fraction of the theoretical maximum amount of product (1.0 means a 100% yield; for example, 0.34 means a 34% yield). (1) The reactants are [CH2:1]([C:5]1[N:6]=[C:7]([CH3:27])[NH:8][C:9](=[O:26])[C:10]=1[CH2:11][C:12]1[CH:17]=[CH:16][C:15]([C:18]2[C:19]([C:24]#[N:25])=[CH:20][CH:21]=[CH:22][CH:23]=2)=[CH:14][CH:13]=1)[CH2:2][CH2:3][CH3:4].N(C(N1CCCCC1)=O)=NC(N1CCCCC1)=O.C(P(CCCC)CCCC)CCC.[S:59]1[C:63]2[CH:64]=[CH:65][CH:66]=[CH:67][C:62]=2[CH:61]=[C:60]1[CH2:68]O. The yield is 0.450. The product is [S:59]1[C:63]2[CH:64]=[CH:65][CH:66]=[CH:67][C:62]=2[CH:61]=[C:60]1[CH2:68][N:8]1[C:9](=[O:26])[C:10]([CH2:11][C:12]2[CH:17]=[CH:16][C:15]([C:18]3[C:19]([C:24]#[N:25])=[CH:20][CH:21]=[CH:22][CH:23]=3)=[CH:14][CH:13]=2)=[C:5]([CH2:1][CH2:2][CH2:3][CH3:4])[N:6]=[C:7]1[CH3:27]. The catalyst is C(OCC)(=O)C.O1CCCC1. (2) The reactants are O=C1C2C=CC=CC=2C(=O)[N:3]1[C:12]1[CH:17]=[CH:16][C:15]([C:18]([NH:20][S:21]([C:24]2[S:25][C:26]([Cl:29])=[CH:27][CH:28]=2)(=[O:23])=[O:22])=[O:19])=[CH:14][CH:13]=1.O.O.[Sn](Cl)Cl. The catalyst is CCOC(C)=O. The product is [NH2:3][C:12]1[CH:17]=[CH:16][C:15]([C:18]([NH:20][S:21]([C:24]2[S:25][C:26]([Cl:29])=[CH:27][CH:28]=2)(=[O:23])=[O:22])=[O:19])=[CH:14][CH:13]=1. The yield is 1.00. (3) The reactants are [Cl:1][C:2]1[CH:3]=[CH:4][C:5]([NH:8][NH2:9])=[N:6][CH:7]=1.O=[CH:11][C:12]([O:14][CH2:15][CH3:16])=[O:13].C(OI(C1C=CC=CC=1)OC(=O)C)(=O)C. The catalyst is CO. The product is [Cl:1][C:2]1[CH:3]=[CH:4][C:5]2[N:6]([C:11]([C:12]([O:14][CH2:15][CH3:16])=[O:13])=[N:9][N:8]=2)[CH:7]=1. The yield is 0.860. (4) The reactants are [CH3:1][O:2][C:3]1[CH:8]=[C:7]([O:9][CH3:10])[CH:6]=[CH:5][C:4]=1[CH2:11][CH2:12][C:13]1([CH:21]2[CH2:25][CH2:24][CH2:23][CH2:22]2)[O:18][C:17](=[O:19])[CH2:16][C:15](=[O:20])[CH2:14]1.C([O-])(O)=O.[Na+].C(Cl)[Cl:32]. No catalyst specified. The product is [Cl:32][C:6]1[C:7]([O:9][CH3:10])=[CH:8][C:3]([O:2][CH3:1])=[C:4]([CH2:11][CH2:12][C:13]2([CH:21]3[CH2:25][CH2:24][CH2:23][CH2:22]3)[O:18][C:17](=[O:19])[CH2:16][C:15](=[O:20])[CH2:14]2)[CH:5]=1. The yield is 0.440. (5) The reactants are [CH3:1][C:2](C)([O-])[CH3:3].[K+].[C:7]([NH:17][CH2:18][CH2:19][CH2:20][CH2:21][C:22]1[CH:27]=[CH:26][C:25]([OH:28])=[CH:24][CH:23]=1)([O:9][CH2:10][C:11]1[CH:16]=[CH:15][CH:14]=[CH:13][CH:12]=1)=[O:8].C(Br)C=C. The catalyst is CC#N.C1OCCOCCOCCOCCOCCOC1. The product is [C:7]([NH:17][CH2:18][CH2:19][CH2:20][CH2:21][C:22]1[CH:27]=[CH:26][C:25]([O:28][CH2:3][CH:2]=[CH2:1])=[CH:24][CH:23]=1)([O:9][CH2:10][C:11]1[CH:12]=[CH:13][CH:14]=[CH:15][CH:16]=1)=[O:8]. The yield is 0.710.